From a dataset of Full USPTO retrosynthesis dataset with 1.9M reactions from patents (1976-2016). Predict the reactants needed to synthesize the given product. (1) The reactants are: C[O:2][C:3]([C:5]1[CH:9]=[C:8]([C:10]2[O:11][CH:12]=[CH:13][N:14]=2)[S:7][CH:6]=1)=[O:4].[OH-].[Na+]. Given the product [O:11]1[CH:12]=[CH:13][N:14]=[C:10]1[C:8]1[S:7][CH:6]=[C:5]([C:3]([OH:4])=[O:2])[CH:9]=1, predict the reactants needed to synthesize it. (2) Given the product [CH:7]1([CH2:13][O:14][C:2](=[O:3])[O:4][CH2:5][Cl:6])[CH2:12][CH2:11][CH2:10][CH2:9][CH2:8]1, predict the reactants needed to synthesize it. The reactants are: Cl[C:2]([O:4][CH2:5][Cl:6])=[O:3].[CH:7]1([CH2:13][OH:14])[CH2:12][CH2:11][CH2:10][CH2:9][CH2:8]1.